Dataset: Catalyst prediction with 721,799 reactions and 888 catalyst types from USPTO. Task: Predict which catalyst facilitates the given reaction. Reactant: [CH3:1][O:2][C:3]1[CH:4]=[C:5]2[C:9](=[CH:10][CH:11]=1)[N:8]([CH3:12])[CH:7]=[C:6]2[C:13]1[N:23]([CH2:24][O:25][CH2:26][CH2:27][Si:28]([CH3:31])([CH3:30])[CH3:29])[C:16]2=[N:17][CH:18]=[C:19]([CH2:21]O)[N:20]=[C:15]2[CH:14]=1.O=S(Cl)Cl.[N-:36]=[N+:37]=[N-:38].[Na+].CN(C=O)C. Product: [N:36]([CH2:21][C:19]1[N:20]=[C:15]2[CH:14]=[C:13]([C:6]3[C:5]4[C:9](=[CH:10][CH:11]=[C:3]([O:2][CH3:1])[CH:4]=4)[N:8]([CH3:12])[CH:7]=3)[N:23]([CH2:24][O:25][CH2:26][CH2:27][Si:28]([CH3:29])([CH3:31])[CH3:30])[C:16]2=[N:17][CH:18]=1)=[N+:37]=[N-:38]. The catalyst class is: 2.